Dataset: Full USPTO retrosynthesis dataset with 1.9M reactions from patents (1976-2016). Task: Predict the reactants needed to synthesize the given product. Given the product [F:8][C:9]1[CH:10]=[CH:11][C:12]2=[C:15]3[N:16]=[C:17]([S:27][CH:28]4[CH2:33][CH2:32][CH2:31][CH2:30][CH:29]4[OH:34])[NH:18][C:19]3=[C:20]3[C:21]([C:22](=[O:26])[NH:23][CH:24]=[CH:25]3)=[C:13]2[CH:14]=1, predict the reactants needed to synthesize it. The reactants are: C12OC1CCCC2.[F:8][C:9]1[CH:14]=[CH:13][C:12]([C:15]2[N:16]=[C:17]([S:27][CH:28]3[CH2:33][CH2:32][CH2:31][CH2:30][CH:29]3[OH:34])[NH:18][C:19]=2[C:20]2[CH:25]=[CH:24][NH:23][C:22](=[O:26])[CH:21]=2)=[CH:11][CH:10]=1.